This data is from Forward reaction prediction with 1.9M reactions from USPTO patents (1976-2016). The task is: Predict the product of the given reaction. Given the reactants [NH:1]1[CH:5]=[C:4]([CH:6]=[O:7])[N:3]=[CH:2]1.[H-].[Na+].Br[CH2:11][CH2:12][C:13]1[CH:18]=[CH:17][CH:16]=[CH:15][CH:14]=1, predict the reaction product. The product is: [C:13]1([CH2:12][CH2:11][N:1]2[CH:5]=[C:4]([CH:6]=[O:7])[N:3]=[CH:2]2)[CH:18]=[CH:17][CH:16]=[CH:15][CH:14]=1.